From a dataset of Reaction yield outcomes from USPTO patents with 853,638 reactions. Predict the reaction yield, written as a fraction of the theoretical maximum amount of product (1.0 means a 100% yield; for example, 0.34 means a 34% yield). (1) The reactants are N1C(C)=CC(C)=CC=1C.[CH3:10][N:11]1[CH:15]=[CH:14][C:13]([NH:16][C:17]([C:19]2[CH:29]=[C:28]([O:30][C:31]3[CH:36]=[CH:35][C:34]([S:37]([CH3:40])(=[O:39])=[O:38])=[CH:33][CH:32]=3)[C:22]3[CH2:23][CH:24]([CH2:26]O)[O:25][C:21]=3[CH:20]=2)=[O:18])=[N:12]1.CCN(S(F)(F)[F:47])CC. The catalyst is C(Cl)Cl. The product is [CH3:10][N:11]1[CH:15]=[CH:14][C:13]([NH:16][C:17]([C:19]2[CH:29]=[C:28]([O:30][C:31]3[CH:36]=[CH:35][C:34]([S:37]([CH3:40])(=[O:39])=[O:38])=[CH:33][CH:32]=3)[C:22]3[CH2:23][CH:24]([CH2:26][F:47])[O:25][C:21]=3[CH:20]=2)=[O:18])=[N:12]1. The yield is 0.180. (2) The reactants are CC([O-])(C)C.[K+].C1COCC1.[F:12][C:13]1[C:18]([CH3:19])=[CH:17][CH:16]=[C:15]([F:20])[C:14]=1[OH:21].[Cl:22][C:23]1[CH:24]=[C:25]([CH:28]=[C:29](F)[CH:30]=1)[C:26]#[N:27].C1OCCOCCOCCOCCOCCOC1. The catalyst is CS(C)=O.C(OCC)(=O)C.O. The product is [Cl:22][C:23]1[CH:24]=[C:25]([CH:28]=[C:29]([O:21][C:14]2[C:15]([F:20])=[CH:16][CH:17]=[C:18]([CH3:19])[C:13]=2[F:12])[CH:30]=1)[C:26]#[N:27]. The yield is 0.700. (3) The reactants are [CH3:1][O:2][C:3]1[CH:4]=[C:5](/[CH:9]=[CH:10]/[C:11]([OH:13])=O)[CH:6]=[CH:7][CH:8]=1.C(N(CC)CC)C.C1C=CC(P([N:35]=[N+:36]=[N-:37])(C2C=CC=CC=2)=O)=CC=1. The catalyst is C1C=CC=CC=1. The product is [CH3:1][O:2][C:3]1[CH:4]=[C:5](/[CH:9]=[CH:10]/[C:11]([N:35]=[N+:36]=[N-:37])=[O:13])[CH:6]=[CH:7][CH:8]=1. The yield is 0.790.